Dataset: Full USPTO retrosynthesis dataset with 1.9M reactions from patents (1976-2016). Task: Predict the reactants needed to synthesize the given product. (1) Given the product [F:1][C:2]1[CH:19]=[CH:18][C:5]([CH2:6][O:7][C:8]2[N:13]=[CH:12][C:11]([CH:14]([NH:26][S@@:24]([C:21]([CH3:23])([CH3:22])[CH3:20])=[O:25])[CH3:15])=[CH:10][C:9]=2[CH3:17])=[CH:4][CH:3]=1, predict the reactants needed to synthesize it. The reactants are: [F:1][C:2]1[CH:19]=[CH:18][C:5]([CH2:6][O:7][C:8]2[N:13]=[CH:12][C:11]([C:14](=O)[CH3:15])=[CH:10][C:9]=2[CH3:17])=[CH:4][CH:3]=1.[CH3:20][C:21]([S@:24]([NH2:26])=[O:25])([CH3:23])[CH3:22]. (2) Given the product [CH3:12][O:11][C:9]1[CH:8]=[CH:7][CH:6]=[C:5]2[C:10]=1[C:2]([NH:1][S:29]([C:27]1[S:28][C:24]([CH3:23])=[CH:25][CH:26]=1)(=[O:31])=[O:30])=[N:3][N:4]2[CH2:13][C:14]1[CH:15]=[C:16]([CH:20]=[CH:21][CH:22]=1)[C:17]([NH2:19])=[O:18], predict the reactants needed to synthesize it. The reactants are: [NH2:1][C:2]1[C:10]2[C:5](=[CH:6][CH:7]=[CH:8][C:9]=2[O:11][CH3:12])[N:4]([CH2:13][C:14]2[CH:15]=[C:16]([CH:20]=[CH:21][CH:22]=2)[C:17]([NH2:19])=[O:18])[N:3]=1.[CH3:23][C:24]1[S:28][C:27]([S:29](Cl)(=[O:31])=[O:30])=[CH:26][CH:25]=1.CS(C)=O. (3) Given the product [CH2:1]([O:3][C:4]([C:6]1([N:9]([CH:22]([CH3:23])[CH3:24])[S:10]([C:13]2[CH:14]=[C:15]([CH:19]=[CH:20][CH:21]=2)[C:16]([NH:31][C:32]2[S:33][C:34]3[CH2:61][CH2:60][CH2:59][CH2:58][C:35]=3[C:36]=2[C:37]([NH:39][C:40]2[CH:41]=[CH:42][C:43]([CH2:46][CH2:47][C:48]3[CH:49]=[CH:50][C:51]([C:52]([O:54][CH3:55])=[O:53])=[CH:56][CH:57]=3)=[CH:44][CH:45]=2)=[O:38])=[O:17])(=[O:12])=[O:11])[CH2:8][CH2:7]1)=[O:5])[CH3:2], predict the reactants needed to synthesize it. The reactants are: [CH2:1]([O:3][C:4]([C:6]1([N:9]([CH:22]([CH3:24])[CH3:23])[S:10]([C:13]2[CH:14]=[C:15]([CH:19]=[CH:20][CH:21]=2)[C:16](O)=[O:17])(=[O:12])=[O:11])[CH2:8][CH2:7]1)=[O:5])[CH3:2].C(Cl)(=O)C(Cl)=O.[NH2:31][C:32]1[S:33][C:34]2[CH2:61][CH2:60][CH2:59][CH2:58][C:35]=2[C:36]=1[C:37]([NH:39][C:40]1[CH:45]=[CH:44][C:43]([CH2:46][CH2:47][C:48]2[CH:57]=[CH:56][C:51]([C:52]([O:54][CH3:55])=[O:53])=[CH:50][CH:49]=2)=[CH:42][CH:41]=1)=[O:38]. (4) Given the product [C:23]([C:20]1[CH:21]=[CH:22][C:17]([C:11]2[CH:12]=[C:13]3[C:8](=[CH:9][CH:10]=2)[N:7]([C:27]2[CH:28]=[CH:29][C:30]([O:33][CH:34]([CH3:35])[CH3:36])=[CH:31][CH:32]=2)[C:6]([C:4]([OH:3])=[O:5])=[C:14]3[CH2:15][N:41]2[CH2:42][CH2:43][N:38]([CH3:37])[CH2:39][CH2:40]2)=[CH:18][CH:19]=1)([CH3:24])([CH3:25])[CH3:26], predict the reactants needed to synthesize it. The reactants are: C([O:3][C:4]([C:6]1[N:7]([C:27]2[CH:32]=[CH:31][C:30]([O:33][CH:34]([CH3:36])[CH3:35])=[CH:29][CH:28]=2)[C:8]2[C:13]([C:14]=1[CH:15]=O)=[CH:12][C:11]([C:17]1[CH:22]=[CH:21][C:20]([C:23]([CH3:26])([CH3:25])[CH3:24])=[CH:19][CH:18]=1)=[CH:10][CH:9]=2)=[O:5])C.[CH3:37][N:38]1[CH2:43][CH2:42][NH:41][CH2:40][CH2:39]1. (5) Given the product [C:19]([C:18]1[CH:17]=[CH:16][CH:15]=[CH:23][CH:22]=1)(=[O:21])[CH3:4], predict the reactants needed to synthesize it. The reactants are: O=[O+][O-].[C:4](O)(=O)CCCCC(O)=O.C(O)(=O)[C:15]1[CH:23]=[CH:22][C:18]([C:19]([OH:21])=O)=[CH:17][CH:16]=1. (6) Given the product [N+:1]([CH:4]([CH2:11][CH2:12][CH2:13][CH2:14][CH2:15][CH2:16][CH2:17][CH2:18][CH2:19][CH2:20][CH2:21][CH2:22][CH2:23][CH2:24][CH2:25][CH2:26][CH3:27])[CH2:5][CH2:6][C:7]([OH:9])=[O:8])([O-:3])=[O:2], predict the reactants needed to synthesize it. The reactants are: [N+:1]([CH:4]([CH2:11][CH2:12][CH2:13][CH2:14][CH2:15][CH2:16][CH2:17][CH2:18][CH2:19][CH2:20][CH2:21][CH2:22][CH2:23][CH2:24][CH2:25][CH2:26][CH3:27])[CH2:5][CH2:6][C:7]([O:9]C)=[O:8])([O-:3])=[O:2].[Li+].[OH-].Cl. (7) Given the product [Cl:14][CH2:10][C:6]1[CH:7]=[CH:8][C:9]2[N:4]([CH:3]=[CH:2][N:1]=2)[N:5]=1, predict the reactants needed to synthesize it. The reactants are: [N:1]1[CH:2]=[CH:3][N:4]2[C:9]=1[CH:8]=[CH:7][C:6]([CH2:10]O)=[N:5]2.S(Cl)([Cl:14])=O.